This data is from Catalyst prediction with 721,799 reactions and 888 catalyst types from USPTO. The task is: Predict which catalyst facilitates the given reaction. Reactant: Cl[C:2]1[C:3]2[CH:10]=[C:9]([N+:11]([O-:13])=[O:12])[S:8][C:4]=2[N:5]=[CH:6][N:7]=1.Cl.[CH3:15][O:16][C:17]1[CH:22]=[CH:21][C:20]([CH:23]([NH2:25])[CH3:24])=[CH:19][CH:18]=1.C(N(CC)CC)C. Product: [CH3:15][O:16][C:17]1[CH:22]=[CH:21][C:20]([CH:23]([NH:25][C:2]2[C:3]3[CH:10]=[C:9]([N+:11]([O-:13])=[O:12])[S:8][C:4]=3[N:5]=[CH:6][N:7]=2)[CH3:24])=[CH:19][CH:18]=1. The catalyst class is: 18.